This data is from Peptide-MHC class II binding affinity with 134,281 pairs from IEDB. The task is: Regression. Given a peptide amino acid sequence and an MHC pseudo amino acid sequence, predict their binding affinity value. This is MHC class II binding data. (1) The peptide sequence is YVGHDEFDAFVAYHI. The MHC is DRB1_1201 with pseudo-sequence DRB1_1201. The binding affinity (normalized) is 0.335. (2) The peptide sequence is AHARSYQTLSTQAAA. The MHC is DRB3_0101 with pseudo-sequence DRB3_0101. The binding affinity (normalized) is 0.416. (3) The peptide sequence is LASVAMCRTPFSLAEHHHHHH. The MHC is DRB3_0202 with pseudo-sequence DRB3_0202. The binding affinity (normalized) is 0.637. (4) The peptide sequence is LVLDFCDDALIEGIT. The MHC is HLA-DQA10104-DQB10503 with pseudo-sequence HLA-DQA10104-DQB10503. The binding affinity (normalized) is 0.330. (5) The peptide sequence is EAAVKQAYAATVAAA. The MHC is HLA-DQA10401-DQB10402 with pseudo-sequence HLA-DQA10401-DQB10402. The binding affinity (normalized) is 0.558. (6) The peptide sequence is ADLVPTATLLDTY. The MHC is DRB1_0401 with pseudo-sequence DRB1_0401. The binding affinity (normalized) is 0. (7) The peptide sequence is RLIAFTSEHSHF. The MHC is HLA-DPA10301-DPB10402 with pseudo-sequence HLA-DPA10301-DPB10402. The binding affinity (normalized) is 0.316. (8) The peptide sequence is RTGQIFKQTYSKFDT. The MHC is DRB1_0301 with pseudo-sequence DRB1_0301. The binding affinity (normalized) is 0.0831.